From a dataset of Reaction yield outcomes from USPTO patents with 853,638 reactions. Predict the reaction yield, written as a fraction of the theoretical maximum amount of product (1.0 means a 100% yield; for example, 0.34 means a 34% yield). (1) The reactants are [C:1]([N:4](C)[S:5]([C:8]1[CH:13]=[CH:12][C:11]([N:14]2[C:22]3[C:21]4[CH:23]=[C:24]([NH:27][C:28](=[O:36])[C:29]5[CH:34]=[CH:33][CH:32]=[CH:31][C:30]=5[Cl:35])[CH:25]=[CH:26][C:20]=4[CH2:19][CH2:18][C:17]=3[C:16]([C:37]([NH2:39])=[O:38])=[N:15]2)=[CH:10][CH:9]=1)(=[O:7])=[O:6])(=O)C. The catalyst is [OH-].[Na+].CCO. The product is [Cl:35][C:30]1[CH:31]=[CH:32][CH:33]=[CH:34][C:29]=1[C:28]([NH:27][C:24]1[CH:25]=[CH:26][C:20]2[CH2:19][CH2:18][C:17]3[C:16]([C:37]([NH2:39])=[O:38])=[N:15][N:14]([C:11]4[CH:10]=[CH:9][C:8]([S:5]([NH:4][CH3:1])(=[O:6])=[O:7])=[CH:13][CH:12]=4)[C:22]=3[C:21]=2[CH:23]=1)=[O:36]. The yield is 0.530. (2) The reactants are [OH:1][C:2]1[C:7]([NH:8][C:9](=[O:18])[O:10][CH2:11][C:12]2[CH:17]=[CH:16][CH:15]=[CH:14][CH:13]=2)=[CH:6][C:5]([I:19])=[CH:4][N:3]=1.[CH3:20]I. The catalyst is C(Cl)(Cl)Cl. The product is [I:19][C:5]1[CH:6]=[C:7]([NH:8][C:9](=[O:18])[O:10][CH2:11][C:12]2[CH:17]=[CH:16][CH:15]=[CH:14][CH:13]=2)[C:2]([O:1][CH3:20])=[N:3][CH:4]=1. The yield is 0.530. (3) The reactants are Br[C:2]1[CH:7]=[CH:6][C:5]([CH2:8][C:9]#[N:10])=[CH:4][CH:3]=1.CC1(C)C(C)(C)OB([C:19]2[CH:28]=[C:27]3[C:22]([CH:23]=[CH:24][CH:25]=[N:26]3)=[CH:21][CH:20]=2)O1.C(=O)([O-])[O-].[K+].[K+]. The catalyst is O1CCOCC1.C1C=CC(P(C2C=CC=CC=2)[C-]2C=CC=C2)=CC=1.C1C=CC(P(C2C=CC=CC=2)[C-]2C=CC=C2)=CC=1.Cl[Pd]Cl.[Fe+2].C(Cl)Cl. The product is [N:26]1[C:27]2[C:22](=[CH:21][CH:20]=[C:19]([C:2]3[CH:7]=[CH:6][C:5]([CH2:8][C:9]#[N:10])=[CH:4][CH:3]=3)[CH:28]=2)[CH:23]=[CH:24][CH:25]=1. The yield is 0.640. (4) The catalyst is C(#N)C.[Zn]. The reactants are Br[C:2]1(Br)[C:10]2[C:5](=[N:6][CH:7]=[CH:8][CH:9]=2)[NH:4][C:3]1=[O:11].[C:13]([OH:16])(=[O:15])[CH3:14]. The yield is 0.910. The product is [C:13]([OH:16])(=[O:15])[CH3:14].[NH:4]1[C:5]2[C:10](=[CH:9][CH:8]=[CH:7][N:6]=2)[CH2:2][C:3]1=[O:11]. (5) The reactants are [NH2:1][C:2]1[CH:7]=[C:6]([N+:8]([O-:10])=[O:9])[CH:5]=[CH:4][C:3]=1[OH:11].O(CC)[C:13]([S-])=[S:14].[K+].Cl. The catalyst is N1C=CC=CC=1. The product is [N+:8]([C:6]1[CH:5]=[CH:4][C:3]2[O:11][C:13](=[S:14])[NH:1][C:2]=2[CH:7]=1)([O-:10])=[O:9]. The yield is 0.790. (6) The product is [C:12]([C:13]1[CH:14]=[C:15]([NH2:16])[N:9]([C:6]2[CH:7]=[CH:8][C:3]([O:2][CH3:1])=[CH:4][CH:5]=2)[N:10]=1)([CH3:19])([CH3:18])[CH3:11]. The catalyst is C(O)C.Cl. The yield is 0.820. The reactants are [CH3:1][O:2][C:3]1[CH:8]=[CH:7][C:6]([NH:9][NH2:10])=[CH:5][CH:4]=1.[CH3:11][C:12]([CH3:19])([CH3:18])[C:13](=O)[CH2:14][C:15]#[N:16]. (7) The reactants are [Li]CCCC.[CH2:6]([C:8]1[N:12]([S:13]([N:16]([CH3:18])[CH3:17])(=[O:15])=[O:14])[CH:11]=[N:10][N:9]=1)[CH3:7].CN([CH:22]=[O:23])C.[NH4+].[Cl-]. The catalyst is C1COCC1. The product is [CH2:6]([C:8]1[N:12]([S:13]([N:16]([CH3:18])[CH3:17])(=[O:15])=[O:14])[C:11]([CH:22]=[O:23])=[N:10][N:9]=1)[CH3:7]. The yield is 0.300. (8) The catalyst is C1COCC1. The product is [CH3:1][C:2]1([CH3:23])[NH:7][C:6](=[O:8])[C:5]2[S:9][C:10]([N:12]3[C:17]4[CH:18]=[C:19]([O:22][C:25]5[N:26]=[C:27]([C:31]([OH:33])=[O:32])[CH:28]=[CH:29][CH:30]=5)[CH:20]=[CH:21][C:16]=4[O:15][CH2:14][CH2:13]3)=[N:11][C:4]=2[CH2:3]1. The reactants are [CH3:1][C:2]1([CH3:23])[NH:7][C:6](=[O:8])[C:5]2[S:9][C:10]([N:12]3[C:17]4[CH:18]=[C:19]([OH:22])[CH:20]=[CH:21][C:16]=4[O:15][CH2:14][CH2:13]3)=[N:11][C:4]=2[CH2:3]1.F[C:25]1[CH:30]=[CH:29][CH:28]=[C:27]([C:31]([OH:33])=[O:32])[N:26]=1.CC(C)([O-])C.[Na+]. The yield is 0.220.